From a dataset of Catalyst prediction with 721,799 reactions and 888 catalyst types from USPTO. Predict which catalyst facilitates the given reaction. Product: [F:31][C:28]1[CH:27]=[CH:26][C:25]([O:24][CH2:23][CH2:22][CH2:21][CH2:20][CH2:19][C:11]2[NH:12][C:13]3[C:18]([C:9](=[O:8])[C:10]=2[CH3:32])=[CH:17][CH:16]=[CH:15][CH:14]=3)=[CH:30][CH:29]=1. The catalyst class is: 791. Reactant: C([O:8][C:9]1[C:18]2[C:13](=[CH:14][CH:15]=[CH:16][CH:17]=2)[N:12]=[C:11]([CH:19]=[CH:20][CH2:21][CH2:22][CH2:23][O:24][C:25]2[CH:30]=[CH:29][C:28]([F:31])=[CH:27][CH:26]=2)[C:10]=1[CH3:32])C1C=CC=CC=1.